Task: Predict the reactants needed to synthesize the given product.. Dataset: Retrosynthesis with 50K atom-mapped reactions and 10 reaction types from USPTO (1) Given the product C=CCOC(=O)COc1c(C(=O)OC2CCCCC2)sc(-c2cccc(NC3CCN(S(=O)(=O)Cc4ccccc4)CC3)c2)c1Br, predict the reactants needed to synthesize it. The reactants are: C=CCOC(=O)COc1c(C(=O)O)sc(-c2cccc(NC3CCN(S(=O)(=O)Cc4ccccc4)CC3)c2)c1Br.OC1CCCCC1. (2) Given the product Cn1c(N2CCN(CCCCC3(C(=O)NCc4ccc(F)cc4)c4ccccc4-c4ccccc43)CC2)nc2ccc(F)cc21, predict the reactants needed to synthesize it. The reactants are: Cn1c(N2CCNCC2)nc2ccc(F)cc21.O=C(NCc1ccc(F)cc1)C1(CCCCBr)c2ccccc2-c2ccccc21.